Dataset: Experimentally validated miRNA-target interactions with 360,000+ pairs, plus equal number of negative samples. Task: Binary Classification. Given a miRNA mature sequence and a target amino acid sequence, predict their likelihood of interaction. (1) The miRNA is dre-miR-133a-3p with sequence UUUGGUCCCCUUCAACCAGCUG. The protein sequence of the target gene is MGCLGGNSKTTEDQGVDEKERREANKKIEKQLQKERLAYKATHRLLLLGAGESGKSTIVKQMRILHVNGFNPEEKKQKILDIRKNVKDAIVTIVSAMSTIIPPVPLANPENQFRSDYIKSIAPITDFEYSQEFFDHVKKLWDDEGVKACFERSNEYQLIDCAQYFLERIDSVSLVDYTPTDQDLLRCRVLTSGIFETRFQVDKVNFHMFDVGGQRDERRKWIQCFNDVTAIIYVAACSSYNMVIREDNNTNRLRESLDLFESIWNNRWLRTISIILFLNKQDMLAEKVLAGKSKIEDYFP.... Result: 0 (no interaction). (2) The miRNA is cel-miR-265 with sequence UGAGGGAGGAAGGGUGGUAU. The protein sequence of the target gene is MEWWASSPLRLWLLLFLLPSAQGRQKESGSKWKVFIDQINRSLENYEPCSSQNCSCYHGVIEEDLTPFRGGISRKMMAEVVRRKLGTHYQITKNRLYRENDCMFPSRCSGVEHFILEVIGRLPDMEMVINVRDYPQVPKWMEPAIPVFSFSKTSEYHDIMYPAWTFWEGGPAVWPIYPTGLGRWDLFREDLVRSAAQWPWKKKNSTAYFRGSRTSPERDPLILLSRKNPKLVDAEYTKNQAWKSMKDTLGKPAAKDVHLVDHCKYKYLFNFRGVAASFRFKHLFLCGSLVFHVGDEWLEF.... Result: 0 (no interaction). (3) The miRNA is hsa-miR-26a-5p with sequence UUCAAGUAAUCCAGGAUAGGCU. The protein sequence of the target gene is MSRINKNVVLALLTLTSSAFLLFQLYYYKHYLSTKNGAGLSKSKGSRIGFDSTQWRAVKKFIMLTSNQNVPVFLIDPLILELINKNFEQVKNTSHGSTSQCKFFCVPRDFTAFALQYHLWKNEEGWFRIAENMGFQCLKIESKDPRLDGIDSLSGTEIPLHYICKLATHAIHLVVFHERSGNYLWHGHLRLKEHIDRKFVPFRKLQFGRYPGAFDRPELQQVTVDGLEVLIPKDPMHFVEEVPHSRFIECRYKEARAFFQQYLDDNTVEAVAFRKSAKELLQLAAKTLNKLGVPFWLSSG.... Result: 1 (interaction). (4) The protein sequence of the target gene is MPLLTQQIQDEDDQYSLVASLDNVRNLSTILKAIHFREHATCFATKNGIKVTVENAKCVQANAFIQAGIFQEFKVQEESVTFRINLTVLLDCLSIFGSSPMPGTLTALRMCYQGYGYPLMLFLEEGGVVTVCKINTQEPEETLDFDFCSTNVINKIILQSEGLREAFSELDMTSEVLQITMSPDKPYFRLSTFGNAGSSHLDYPKDSDLMEAFHCNQTQVNRYKISLLKPSTKALVLSCKVSIRTDNRGFLSLQYMIRNEDGQICFVEYYCCPDEEVPESES. The miRNA is hsa-miR-146a-5p with sequence UGAGAACUGAAUUCCAUGGGUU. Result: 0 (no interaction). (5) Result: 0 (no interaction). The protein sequence of the target gene is MAASALGRMCGAAREKLSPGPGARGLGALARSLVLALLLVPVLCSDRSENPPNNATVSSPVVVTAPGNHTSPSVSQISTTLSPASAEKSGSSSAAPTPTAAPSAPEEEADSNEDPSMEEEDLLALNSSPATGKDTLDNGDYGEPDYDWTTNPRDEEPEDINIAISKESRRFRGFQDSVEVVKLPPPNREDSHFFFHLLIFAFCAAVVYVTYHNKRKIFLLVQSRKWRDGLCSKTVEYHRLDQNVNEAMPSLKITNDYIF. The miRNA is hsa-miR-4746-5p with sequence CCGGUCCCAGGAGAACCUGCAGA.